This data is from Forward reaction prediction with 1.9M reactions from USPTO patents (1976-2016). The task is: Predict the product of the given reaction. (1) Given the reactants [C:1]([C:4]1[C:5]([F:23])=[C:6]([Cl:22])[C:7]([N:14]2[CH2:19][C@H:18]([CH3:20])[O:17][C@H:16]([CH3:21])[CH2:15]2)=[C:8]([CH:13]=1)[C:9]([O:11][CH3:12])=[O:10])(=O)[CH3:2].Cl.[NH2:25][OH:26], predict the reaction product. The product is: [Cl:22][C:6]1[C:7]([N:14]2[CH2:19][C@H:18]([CH3:20])[O:17][C@H:16]([CH3:21])[CH2:15]2)=[C:8]([CH:13]=[C:4]([C:1](=[N:25][OH:26])[CH3:2])[C:5]=1[F:23])[C:9]([O:11][CH3:12])=[O:10]. (2) Given the reactants [OH-].[Na+:2].C[O:4][C:5]([CH:7]1[CH2:12][CH2:11][CH:10]([NH:13][C:14]2[N:19]=[C:18]([N:20]3[C:28]4[C:23](=[C:24]([O:29][CH2:30][CH2:31][CH2:32][S:33]([CH3:36])(=[O:35])=[O:34])[CH:25]=[CH:26][CH:27]=4)[CH:22]=[CH:21]3)[CH:17]=[CH:16][N:15]=2)[CH2:9][CH2:8]1)=[O:6], predict the reaction product. The product is: [CH3:36][S:33]([CH2:32][CH2:31][CH2:30][O:29][C:24]1[CH:25]=[CH:26][CH:27]=[C:28]2[C:23]=1[CH:22]=[CH:21][N:20]2[C:18]1[CH:17]=[CH:16][N:15]=[C:14]([NH:13][CH:10]2[CH2:11][CH2:12][CH:7]([C:5]([O-:6])=[O:4])[CH2:8][CH2:9]2)[N:19]=1)(=[O:35])=[O:34].[Na+:2]. (3) Given the reactants [OH:1][CH:2]1[CH2:7][CH2:6][N:5]([C:8]([C:10]2[CH:15]=[C:14]([S:16]([CH3:19])(=[O:18])=[O:17])[CH:13]=[CH:12][C:11]=2[O:20][CH:21]([CH3:23])[CH3:22])=[O:9])[CH2:4][CH2:3]1.O[C:25]1[CH:35]=[CH:34][C:28]([C:29]([O:31][CH2:32][CH3:33])=[O:30])=[CH:27][CH:26]=1, predict the reaction product. The product is: [CH2:32]([O:31][C:29](=[O:30])[C:28]1[CH:34]=[CH:35][C:25]([O:1][CH:2]2[CH2:3][CH2:4][N:5]([C:8](=[O:9])[C:10]3[CH:15]=[C:14]([S:16]([CH3:19])(=[O:18])=[O:17])[CH:13]=[CH:12][C:11]=3[O:20][CH:21]([CH3:23])[CH3:22])[CH2:6][CH2:7]2)=[CH:26][CH:27]=1)[CH3:33]. (4) Given the reactants [NH2:1][C:2]1[C:3]2[C:4]3[C:5](=[CH:13][N:14]([C@@H:16]4[O:22][C@H:21]([CH2:23][OH:24])[C@@H:19]([OH:20])[C@@:17]4([CH3:25])[OH:18])[N:15]=2)[CH:6]=[CH:7][C:8]=3[C:9](=[O:12])[NH:10][N:11]=1.[Si:26](Cl)([C:29]([CH3:32])([CH3:31])[CH3:30])([CH3:28])[CH3:27].N1C=CN=C1, predict the reaction product. The product is: [NH2:1][C:2]1[C:3]2[C:4]3[C:5](=[CH:13][N:14]([C@@H:16]4[O:22][C@H:21]([CH2:23][O:24][Si:26]([C:29]([CH3:32])([CH3:31])[CH3:30])([CH3:28])[CH3:27])[C@@H:19]([OH:20])[C@@:17]4([CH3:25])[OH:18])[N:15]=2)[CH:6]=[CH:7][C:8]=3[C:9](=[O:12])[NH:10][N:11]=1.